Dataset: Reaction yield outcomes from USPTO patents with 853,638 reactions. Task: Predict the reaction yield, written as a fraction of the theoretical maximum amount of product (1.0 means a 100% yield; for example, 0.34 means a 34% yield). (1) The reactants are [Br:1][CH2:2][CH2:3][O:4][C:5]1[CH:10]=[CH:9][C:8]([C:11]([C:13]2[CH:18]=[CH:17][C:16]([OH:19])=[CH:15][CH:14]=2)=O)=[CH:7][C:6]=1[F:20].ClC1N=C[C:25]([C:28]([C:30]2[CH:35]=[CH:34][C:33](OC3CCCCO3)=[CH:32][CH:31]=2)=O)=[CH:24]C=1. No catalyst specified. The product is [Br:1][CH2:2][CH2:3][O:4][C:5]1[CH:10]=[CH:9][C:8]([C:11]([C:13]2[CH:18]=[CH:17][C:16]([OH:19])=[CH:15][CH:14]=2)=[C:28]([C:30]2[CH:35]=[CH:34][CH:33]=[CH:32][CH:31]=2)[CH2:25][CH3:24])=[CH:7][C:6]=1[F:20]. The yield is 0.680. (2) The product is [Cl:1][C:2]1[N:7]=[C:6]([N:8]2[CH2:13][CH2:12][O:11][CH2:10][C@H:9]2[CH3:14])[CH:5]=[C:4]([CH2:15][S@@:16]([CH3:17])=[O:26])[N:3]=1. The reactants are [Cl:1][C:2]1[N:7]=[C:6]([N:8]2[CH2:13][CH2:12][O:11][CH2:10][C@H:9]2[CH3:14])[CH:5]=[C:4]([CH2:15][S:16][CH3:17])[N:3]=1.C1C=C(Cl)C=C(C(OO)=[O:26])C=1. The yield is 0.290. The catalyst is C(Cl)Cl.C1C=C(Cl)C=C(C(OO)=O)C=1. (3) The reactants are Cl[C:2](OC(Cl)(Cl)Cl)=[O:3].[NH2:9][C:10]1[CH:18]=[CH:17][C:16]([Cl:19])=[CH:15][C:11]=1[C:12]([OH:14])=[O:13]. The catalyst is O1CCOCC1. The product is [Cl:19][C:16]1[CH:17]=[CH:18][C:10]2[NH:9][C:2](=[O:3])[O:13][C:12](=[O:14])[C:11]=2[CH:15]=1. The yield is 0.920. (4) The reactants are [C:1]([O:5][C:6]([NH:8][CH2:9][C:10]1[CH:31]=[CH:30][C:13]2[N:14]([CH2:19][CH2:20][CH2:21][CH2:22][O:23][C:24](=[O:29])[C:25]([CH3:28])([CH3:27])[CH3:26])[C:15]([CH2:17]O)=[N:16][C:12]=2[CH:11]=1)=[O:7])([CH3:4])([CH3:3])[CH3:2].S(Cl)([Cl:34])=O. The catalyst is C(Cl)Cl. The product is [C:1]([O:5][C:6]([NH:8][CH2:9][C:10]1[CH:31]=[CH:30][C:13]2[N:14]([CH2:19][CH2:20][CH2:21][CH2:22][O:23][C:24](=[O:29])[C:25]([CH3:28])([CH3:27])[CH3:26])[C:15]([CH2:17][Cl:34])=[N:16][C:12]=2[CH:11]=1)=[O:7])([CH3:4])([CH3:3])[CH3:2]. The yield is 0.990. (5) The reactants are [CH2:1]([O:3][C:4]([CH3:9])([CH3:8])[C:5]([NH2:7])=[O:6])[CH3:2].[Li+].C[Si]([N-][Si](C)(C)C)(C)C.Cl[C:21]([O:23][C:24]([CH3:26])=[CH2:25])=[O:22]. The catalyst is C1COCC1. The product is [CH2:1]([O:3][C:4]([CH3:9])([CH3:8])[C:5]([NH:7][C:21](=[O:22])[O:23][C:24]([CH3:26])=[CH2:25])=[O:6])[CH3:2]. The yield is 0.840. (6) The reactants are Cl.[CH3:2][N:3]1[C:7]([N:8](C(OC(C)(C)C)=O)[NH:9]C(OC(C)(C)C)=O)=[CH:6][CH:5]=[N:4]1.O=[C:25]([CH2:31][C:32](=O)[CH3:33])[C:26]([O:28][CH2:29][CH3:30])=[O:27]. The catalyst is O1CCOCC1.ClCCl. The product is [CH3:2][N:3]1[C:7]([N:8]2[C:32]([CH3:33])=[CH:31][C:25]([C:26]([O:28][CH2:29][CH3:30])=[O:27])=[N:9]2)=[CH:6][CH:5]=[N:4]1. The yield is 0.467. (7) The reactants are [CH2:1]([NH:8][C:9]1[CH:14]=[CH:13][CH:12]=[C:11]([Br:15])[CH:10]=1)[C:2]1[CH:7]=[CH:6][CH:5]=[CH:4][CH:3]=1.[C:16]1([S:22](Cl)(=[O:24])=[O:23])[CH:21]=[CH:20][CH:19]=[CH:18][CH:17]=1.N1C=CC=CC=1. The catalyst is ClCCl. The product is [CH2:1]([N:8]([C:9]1[CH:14]=[CH:13][CH:12]=[C:11]([Br:15])[CH:10]=1)[S:22]([C:16]1[CH:21]=[CH:20][CH:19]=[CH:18][CH:17]=1)(=[O:24])=[O:23])[C:2]1[CH:3]=[CH:4][CH:5]=[CH:6][CH:7]=1. The yield is 0.470. (8) The reactants are Cl.[CH3:2][S:3]([C:6]1[CH:11]=[CH:10][C:9]([N:12]2[CH:17]=[CH:16][C:15]([O:18][CH:19]3[CH2:24][CH2:23][NH:22][CH2:21][CH2:20]3)=[CH:14][C:13]2=[O:25])=[CH:8][CH:7]=1)(=[O:5])=[O:4].C(N(C(C)C)CC)(C)C.Cl[C:36]([O:38][C:39]1[CH:44]=[CH:43][C:42]([Br:45])=[CH:41][CH:40]=1)=[O:37]. The catalyst is C(Cl)Cl. The product is [CH3:2][S:3]([C:6]1[CH:11]=[CH:10][C:9]([N:12]2[CH:17]=[CH:16][C:15]([O:18][CH:19]3[CH2:24][CH2:23][N:22]([C:36]([O:38][C:39]4[CH:44]=[CH:43][C:42]([Br:45])=[CH:41][CH:40]=4)=[O:37])[CH2:21][CH2:20]3)=[CH:14][C:13]2=[O:25])=[CH:8][CH:7]=1)(=[O:4])=[O:5]. The yield is 0.730.